This data is from Full USPTO retrosynthesis dataset with 1.9M reactions from patents (1976-2016). The task is: Predict the reactants needed to synthesize the given product. (1) Given the product [CH3:10][C:2]([O:11][C:12]1[CH:13]=[CH:14][C:15]([CH2:18][N:19]2[C:23](=[O:24])[C:22]3([CH2:29][CH2:28][N:27]([CH2:43][CH2:44][CH2:45][N:46]4[C:50]5[CH:51]=[CH:52][CH:53]=[CH:54][C:49]=5[NH:48][C:47]4=[O:55])[CH2:26][CH2:25]3)[N:21]([C:30]3[CH:31]=[CH:32][CH:33]=[CH:34][CH:35]=3)[CH2:20]2)=[CH:16][CH:17]=1)([CH3:1])[C:3]([O:5][C:6]([CH3:7])([CH3:8])[CH3:9])=[O:4], predict the reactants needed to synthesize it. The reactants are: [CH3:1][C:2]([O:11][C:12]1[CH:17]=[CH:16][C:15]([CH2:18][N:19]2[C:23](=[O:24])[C:22]3([CH2:29][CH2:28][NH:27][CH2:26][CH2:25]3)[N:21]([C:30]3[CH:35]=[CH:34][CH:33]=[CH:32][CH:31]=3)[CH2:20]2)=[CH:14][CH:13]=1)([CH3:10])[C:3]([O:5][C:6]([CH3:9])([CH3:8])[CH3:7])=[O:4].C(=O)([O-])[O-].[K+].[K+].I[CH2:43][CH2:44][CH2:45][N:46]1[C:50]2[CH:51]=[CH:52][CH:53]=[CH:54][C:49]=2[NH:48][C:47]1=[O:55]. (2) Given the product [F:20][C:14]1[CH:15]=[C:16]([F:19])[CH:17]=[CH:18][C:13]=1[C@H:11]1[C@H:10]([CH2:21][N:23]2[CH2:27][CH2:26][CH2:25][CH2:24]2)[CH2:9][NH:8][CH2:12]1, predict the reactants needed to synthesize it. The reactants are: C([N:8]1[CH2:12][C@@H:11]([C:13]2[CH:18]=[CH:17][C:16]([F:19])=[CH:15][C:14]=2[F:20])[C@H:10]([CH:21]=O)[CH2:9]1)(OC(C)(C)C)=O.[NH:23]1[CH2:27][CH2:26][CH2:25][CH2:24]1. (3) Given the product [F:27][C:19]1[CH:20]=[C:21]([N+:24]([O-:26])=[O:25])[CH:22]=[CH:23][C:18]=1[O:1][C:2]1[CH:3]=[CH:4][C:5]2[N:6]([CH:8]=[C:9]([NH:11][C:12]([CH:14]3[CH2:15][CH2:16]3)=[O:13])[N:10]=2)[CH:7]=1, predict the reactants needed to synthesize it. The reactants are: [OH:1][C:2]1[CH:3]=[CH:4][C:5]2[N:6]([CH:8]=[C:9]([NH:11][C:12]([CH:14]3[CH2:16][CH2:15]3)=[O:13])[N:10]=2)[CH:7]=1.F[C:18]1[CH:23]=[CH:22][C:21]([N+:24]([O-:26])=[O:25])=[CH:20][C:19]=1[F:27].C(=O)([O-])[O-].[Cs+].[Cs+].O. (4) The reactants are: [NH2:1][C:2]1[C:3]([Cl:10])=[N:4][C:5]([Cl:9])=[CH:6][C:7]=1[CH3:8].N1C=CC=CC=1.[Br:17][C:18]1[CH:19]=[C:20]([C:25](Cl)=[O:26])[C:21]([Cl:24])=[N:22][CH:23]=1. Given the product [Br:17][C:18]1[CH:19]=[C:20]([C:25]([NH:1][C:2]2[C:3]([Cl:10])=[N:4][C:5]([Cl:9])=[CH:6][C:7]=2[CH3:8])=[O:26])[C:21]([Cl:24])=[N:22][CH:23]=1, predict the reactants needed to synthesize it. (5) Given the product [NH2:27][C:12]1[CH2:13][CH2:14][N:9]([CH2:2][C:3]2[CH:8]=[CH:7][CH:6]=[CH:5][CH:4]=2)[CH2:10][C:11]=1[C:16]([O:18][CH2:19][CH3:20])=[O:17], predict the reactants needed to synthesize it. The reactants are: Cl.[CH2:2]([N:9]1[CH2:14][CH2:13][C:12](=O)[CH:11]([C:16]([O:18][CH2:19][CH3:20])=[O:17])[CH2:10]1)[C:3]1[CH:8]=[CH:7][CH:6]=[CH:5][CH:4]=1.C([O-])(=O)C.[NH4+].C[N:27](C)C(=O)C.[OH-].[Na+]. (6) The reactants are: F[C:2]1[CH:9]=[C:8]([F:10])[CH:7]=[C:6](F)[C:3]=1[C:4]#[N:5].[CH3:12][C:13]1([CH3:21])[O:17][CH:16]([CH2:18][CH2:19][OH:20])[CH2:15][O:14]1.[H-].[Na+].[F:24][C:25]1[CH:31]=[C:30]([I:32])[CH:29]=[CH:28][C:26]=1[NH2:27].CC(C)([O-])C.[K+]. Given the product [CH3:12][C:13]1([CH3:21])[O:17][CH:16]([CH2:18][CH2:19][O:20][C:2]2[CH:9]=[C:8]([F:10])[CH:7]=[C:6]([NH:27][C:26]3[CH:28]=[CH:29][C:30]([I:32])=[CH:31][C:25]=3[F:24])[C:3]=2[C:4]#[N:5])[CH2:15][O:14]1, predict the reactants needed to synthesize it. (7) Given the product [CH2:18]([S:17][C:12]1[CH:13]=[CH:14][CH:15]=[CH:16][C:11]=1[C:9]1[N:8]([CH3:20])[C:5]2=[N:6][CH:7]=[C:2]([C:29]3[CH:30]=[CH:31][CH:32]=[CH:33][C:28]=3[F:27])[CH:3]=[C:4]2[N:10]=1)[CH3:19], predict the reactants needed to synthesize it. The reactants are: Br[C:2]1[CH:3]=[C:4]2[N:10]=[C:9]([C:11]3[CH:16]=[CH:15][CH:14]=[CH:13][C:12]=3[S:17][CH2:18][CH3:19])[N:8]([CH3:20])[C:5]2=[N:6][CH:7]=1.O1CCOCC1.[F:27][C:28]1[CH:33]=[CH:32][CH:31]=[CH:30][C:29]=1B(O)O.P([O-])([O-])([O-])=O.[K+].[K+].[K+]. (8) The reactants are: Cl[CH2:2][CH2:3][C:4]([NH:6][C:7]1[CH:20]=[CH:19][C:18]2[C:17](=[O:21])[C:16]3[C:11](=[CH:12][C:13]([NH:22][C:23](=[O:27])[CH2:24][CH2:25]Cl)=[CH:14][CH:15]=3)[C:10](=[O:28])[C:9]=2[CH:8]=1)=[O:5].[CH2:29]([NH:31][CH2:32][CH3:33])[CH3:30].[N:34]1[CH:39]=[CH:38]C=[CH:36][CH:35]=1. Given the product [CH2:29]([N:31]([CH2:32][CH3:33])[CH2:2][CH2:3][C:4]([NH:6][C:7]1[CH:20]=[CH:19][C:18]2[C:17](=[O:21])[C:16]3[C:11](=[CH:12][C:13]([NH:22][C:23](=[O:27])[CH2:24][CH2:25][N:34]([CH2:39][CH3:38])[CH2:35][CH3:36])=[CH:14][CH:15]=3)[C:10](=[O:28])[C:9]=2[CH:8]=1)=[O:5])[CH3:30], predict the reactants needed to synthesize it. (9) Given the product [F:1][C:2]1[C:7]([CH3:8])=[C:6]([OH:9])[CH:5]=[CH:4][C:3]=1[C:16]1[CH:21]=[CH:20][N:19]([CH2:22][CH2:23][C@@:24]([CH3:39])([S:35]([CH3:38])(=[O:36])=[O:37])[C:25]([NH:27][OH:28])=[O:26])[C:18](=[O:40])[CH:17]=1, predict the reactants needed to synthesize it. The reactants are: [F:1][C:2]1[C:7]([CH3:8])=[C:6]([O:9]C2CCCCO2)[CH:5]=[CH:4][C:3]=1[C:16]1[CH:21]=[CH:20][N:19]([CH2:22][CH2:23][C@@:24]([CH3:39])([S:35]([CH3:38])(=[O:37])=[O:36])[C:25]([NH:27][O:28]C2CCCCO2)=[O:26])[C:18](=[O:40])[CH:17]=1.Cl.O. (10) Given the product [F:27][C:28]1[CH:34]=[C:33]([F:35])[CH:32]=[CH:31][C:29]=1[NH:30][C:45]1[CH:46]=[CH:47][C:48]2[C:39](=[O:37])[C:13]3[CH:14]=[CH:15][C:16]([O:17][CH2:18][CH2:19][N:20]4[CH2:21][CH2:22][O:23][CH2:24][CH2:25]4)=[CH:9][C:10]=3[CH2:11][CH2:49][C:43]=2[CH:44]=1, predict the reactants needed to synthesize it. The reactants are: ClC1C=CC2[C:11](=O)[C:10]3[CH:13]=[CH:14][CH:15]=[C:16]([O:17][CH2:18][CH2:19][N:20]4[CH2:25][CH2:24][O:23][CH2:22][CH2:21]4)[C:9]=3CCC=2C=1.[F:27][C:28]1[CH:34]=[C:33]([F:35])[CH:32]=[CH:31][C:29]=1[NH2:30].P.[O:37]([C:39](C)(C)C)[Na].[C:43]1([CH3:49])[CH:48]=[CH:47][CH:46]=[CH:45][CH:44]=1.